From a dataset of Forward reaction prediction with 1.9M reactions from USPTO patents (1976-2016). Predict the product of the given reaction. Given the reactants [O:1]=[C:2]1[CH:6]=[CH:5][C:4](=[O:7])[N:3]1[CH2:8][CH2:9][C:10]([CH3:23])([CH3:22])[C:11]([NH:13][NH:14]C(OC(C)(C)C)=O)=[O:12].[F:24][C:25]([F:30])([F:29])[C:26]([OH:28])=[O:27], predict the reaction product. The product is: [F:24][C:25]([F:30])([F:29])[C:26]([OH:28])=[O:27].[O:7]=[C:4]1[CH:5]=[CH:6][C:2](=[O:1])[N:3]1[CH2:8][CH2:9][C:10]([CH3:23])([CH3:22])[C:11]([NH:13][NH2:14])=[O:12].